Dataset: Catalyst prediction with 721,799 reactions and 888 catalyst types from USPTO. Task: Predict which catalyst facilitates the given reaction. (1) Reactant: [CH:1]([NH2:4])([CH3:3])[CH3:2].[CH3:5][O:6][C:7]([C:9]1[CH:10]=[C:11]([CH3:32])[C:12]2[O:18][C:17]3[C:19]([Cl:28])=[CH:20][C:21]([NH:23][C:24](=[O:27])[CH2:25]Cl)=[CH:22][C:16]=3[CH2:15][S:14](=[O:30])(=[O:29])[C:13]=2[CH:31]=1)=[O:8]. Product: [CH3:5][O:6][C:7]([C:9]1[CH:10]=[C:11]([CH3:32])[C:12]2[O:18][C:17]3[C:19]([Cl:28])=[CH:20][C:21]([NH:23][C:24](=[O:27])[CH2:25][NH:4][CH:1]([CH3:3])[CH3:2])=[CH:22][C:16]=3[CH2:15][S:14](=[O:30])(=[O:29])[C:13]=2[CH:31]=1)=[O:8]. The catalyst class is: 3. (2) Reactant: [N+]([C:4]1[S:8][C:7]([C:9]#[N:10])=[CH:6][CH:5]=1)([O-])=O.[C:11]1([OH:17])[CH:16]=[CH:15][CH:14]=[CH:13][CH:12]=1.C(=O)([O-])[O-].[K+].[K+].O. Product: [O:17]([C:4]1[S:8][C:7]([C:9]#[N:10])=[CH:6][CH:5]=1)[C:11]1[CH:16]=[CH:15][CH:14]=[CH:13][CH:12]=1. The catalyst class is: 148. (3) Product: [CH:1]([N:4]1[CH2:9][CH2:8][CH:7]([N:10]([CH2:27][C:28]2[S:29][CH:30]=[CH:31][N:32]=2)[S:11]([CH2:14][CH2:15][NH2:16])(=[O:12])=[O:13])[CH2:6][CH2:5]1)([CH3:3])[CH3:2]. Reactant: [CH:1]([N:4]1[CH2:9][CH2:8][CH:7]([N:10]([CH2:27][C:28]2[S:29][CH:30]=[CH:31][N:32]=2)[S:11]([CH2:14][CH2:15][N:16]2C(=O)C3C(=CC=CC=3)C2=O)(=[O:13])=[O:12])[CH2:6][CH2:5]1)([CH3:3])[CH3:2].NN. The catalyst class is: 1. (4) Reactant: C(OC([N:8]1[CH2:13][CH2:12][CH:11]([NH:14][C:15]2[N:20]=[CH:19][C:18]([C:21]3[CH:26]=[CH:25][C:24]([C:27](=[O:29])[NH2:28])=[CH:23][CH:22]=3)=[CH:17][N:16]=2)[CH2:10][CH2:9]1)=O)(C)(C)C.[ClH:30]. Product: [ClH:30].[ClH:30].[NH:8]1[CH2:13][CH2:12][CH:11]([NH:14][C:15]2[N:16]=[CH:17][C:18]([C:21]3[CH:26]=[CH:25][C:24]([C:27]([NH2:28])=[O:29])=[CH:23][CH:22]=3)=[CH:19][N:20]=2)[CH2:10][CH2:9]1. The catalyst class is: 12. (5) Reactant: [H-].[Na+].[Br:3][C:4]1[CH:5]=[CH:6][CH:7]=[C:8]2[C:12]=1[NH:11][CH:10]=[CH:9]2.I[CH2:14][CH3:15]. Product: [CH2:14]([N:11]1[C:12]2[C:8](=[CH:7][CH:6]=[CH:5][C:4]=2[Br:3])[CH:9]=[CH:10]1)[CH3:15]. The catalyst class is: 3. (6) Reactant: Br[C:2]1[C:3](=[O:12])[C:4]([C:9]([OH:11])=[O:10])=[CH:5][NH:6][C:7]=1[CH3:8].[F:13][C:14]([F:25])([F:24])[C:15]1[CH:16]=[C:17](B(O)O)[CH:18]=[CH:19][CH:20]=1.C([O-])([O-])=O.[K+].[K+]. Product: [CH3:8][C:7]1[NH:6][CH:5]=[C:4]([C:9]([OH:11])=[O:10])[C:3](=[O:12])[C:2]=1[C:19]1[CH:18]=[CH:17][CH:16]=[C:15]([C:14]([F:25])([F:24])[F:13])[CH:20]=1. The catalyst class is: 10. (7) Reactant: C[O:2][C:3]([C:5]1[CH2:14][CH2:13][C:12]2[C:7](=[CH:8][C:9](CC(C)(C)C)=[CH:10][CH:11]=2)[C:6]=1[OH:20])=O.[H-].[Al+3].[Li+].[H-].[H-].[H-]. Product: [OH:2][CH2:3][CH:5]1[CH2:14][CH2:13][C:12]2[C:7](=[CH:8][CH:9]=[CH:10][CH:11]=2)[C:6]1=[O:20]. The catalyst class is: 7.